From a dataset of Full USPTO retrosynthesis dataset with 1.9M reactions from patents (1976-2016). Predict the reactants needed to synthesize the given product. (1) Given the product [CH3:15][O:1][C:2]1[CH:3]=[CH:4][C:5]([CH:8]2[CH2:9][CH2:10][C:11](=[O:14])[CH2:12][CH2:13]2)=[CH:6][CH:7]=1, predict the reactants needed to synthesize it. The reactants are: [OH:1][C:2]1[CH:7]=[CH:6][C:5]([CH:8]2[CH2:13][CH2:12][C:11](=[O:14])[CH2:10][CH2:9]2)=[CH:4][CH:3]=1.[C:15](=O)([O-])[O-].[Cs+].[Cs+].CI. (2) The reactants are: [C:1]1([C:7]2[CH:12]=[CH:11][C:10]([C:13]3[O:17][N:16]=[CH:15][C:14]=3[CH2:18][CH2:19][C:20]([OH:22])=[O:21])=[CH:9][CH:8]=2)[CH:6]=[CH:5][CH:4]=[CH:3][CH:2]=1.S(=O)(=O)(O)O.[CH3:28]O. Given the product [C:1]1([C:7]2[CH:8]=[CH:9][C:10]([C:13]3[O:17][N:16]=[CH:15][C:14]=3[CH2:18][CH2:19][C:20]([O:22][CH3:28])=[O:21])=[CH:11][CH:12]=2)[CH:2]=[CH:3][CH:4]=[CH:5][CH:6]=1, predict the reactants needed to synthesize it.